This data is from Full USPTO retrosynthesis dataset with 1.9M reactions from patents (1976-2016). The task is: Predict the reactants needed to synthesize the given product. (1) Given the product [C:4]([C:6]1[CH:11]=[CH:10][C:9]([C:12]2[C:16]([CH3:17])=[N:3][NH:2][C:14](=[O:15])[C:13]=2[C:20]2[C:25]([F:26])=[CH:24][C:23]([F:27])=[CH:22][C:21]=2[F:28])=[CH:8][CH:7]=1)#[CH:5], predict the reactants needed to synthesize it. The reactants are: O.[NH2:2][NH2:3].[C:4]([C:6]1[CH:11]=[CH:10][C:9]([C:12]2[C:16](O)([CH3:17])[O:15][C:14](=O)[C:13]=2[C:20]2[C:25]([F:26])=[CH:24][C:23]([F:27])=[CH:22][C:21]=2[F:28])=[CH:8][CH:7]=1)#[CH:5]. (2) Given the product [CH2:1]([O:3][P:4]([CH2:7][CH2:8][NH2:9])([CH3:6])=[O:5])[CH3:2], predict the reactants needed to synthesize it. The reactants are: [CH2:1]([O:3][P:4]([CH2:7][CH2:8][NH:9]C(OCC1C=CC=CC=1)=O)([CH3:6])=[O:5])[CH3:2].CCO.